This data is from Merck oncology drug combination screen with 23,052 pairs across 39 cell lines. The task is: Regression. Given two drug SMILES strings and cell line genomic features, predict the synergy score measuring deviation from expected non-interaction effect. (1) Drug 1: Nc1ccn(C2OC(CO)C(O)C2(F)F)c(=O)n1. Drug 2: Cc1nc(Nc2ncc(C(=O)Nc3c(C)cccc3Cl)s2)cc(N2CCN(CCO)CC2)n1. Cell line: VCAP. Synergy scores: synergy=17.6. (2) Drug 1: C=CCn1c(=O)c2cnc(Nc3ccc(N4CCN(C)CC4)cc3)nc2n1-c1cccc(C(C)(C)O)n1. Drug 2: NC1(c2ccc(-c3nc4ccn5c(=O)[nH]nc5c4cc3-c3ccccc3)cc2)CCC1. Cell line: HCT116. Synergy scores: synergy=12.7. (3) Drug 1: CS(=O)(=O)CCNCc1ccc(-c2ccc3ncnc(Nc4ccc(OCc5cccc(F)c5)c(Cl)c4)c3c2)o1. Drug 2: CCc1cnn2c(NCc3ccc[n+]([O-])c3)cc(N3CCCCC3CCO)nc12. Cell line: OCUBM. Synergy scores: synergy=0.343. (4) Drug 1: O=S1(=O)NC2(CN1CC(F)(F)F)C1CCC2Cc2cc(C=CCN3CCC(C(F)(F)F)CC3)ccc2C1. Drug 2: CC1(c2nc3c(C(N)=O)cccc3[nH]2)CCCN1. Cell line: NCIH23. Synergy scores: synergy=0.229. (5) Drug 1: O=c1[nH]cc(F)c(=O)[nH]1. Drug 2: NC1(c2ccc(-c3nc4ccn5c(=O)[nH]nc5c4cc3-c3ccccc3)cc2)CCC1. Cell line: PA1. Synergy scores: synergy=22.8. (6) Drug 1: CS(=O)(=O)CCNCc1ccc(-c2ccc3ncnc(Nc4ccc(OCc5cccc(F)c5)c(Cl)c4)c3c2)o1. Drug 2: NC(=O)c1cccc2cn(-c3ccc(C4CCCNC4)cc3)nc12. Cell line: MSTO. Synergy scores: synergy=20.8. (7) Drug 1: O=S1(=O)NC2(CN1CC(F)(F)F)C1CCC2Cc2cc(C=CCN3CCC(C(F)(F)F)CC3)ccc2C1. Cell line: SKMEL30. Synergy scores: synergy=-7.29. Drug 2: CC(C)CC(NC(=O)C(Cc1ccccc1)NC(=O)c1cnccn1)B(O)O.